Dataset: Catalyst prediction with 721,799 reactions and 888 catalyst types from USPTO. Task: Predict which catalyst facilitates the given reaction. (1) Reactant: [CH3:1][CH2:2][CH2:3][C:4](=O)[CH2:5][CH2:6][C:7](=O)[CH2:8][CH2:9][CH3:10].[OH-].[K+].[CH2:15]([NH2:22])[C:16]1[CH:21]=[CH:20][CH:19]=[CH:18][CH:17]=1.C([BH3-])#N.[Na+].Cl. Product: [CH2:15]([N:22]1[CH:4]([CH2:3][CH2:2][CH3:1])[CH2:5][CH2:6][CH:7]1[CH2:8][CH2:9][CH3:10])[C:16]1[CH:21]=[CH:20][CH:19]=[CH:18][CH:17]=1. The catalyst class is: 404. (2) Reactant: Br.[NH2:2][C:3]1[C:4]([O:17]C)=[C:5]([C:9]2[CH:10]=[C:11]([C:14]([OH:16])=[O:15])[S:12][CH:13]=2)[CH:6]=[CH:7][CH:8]=1.B(Br)(Br)[Br:20]. Product: [BrH:20].[NH2:2][C:3]1[C:4]([OH:17])=[C:5]([C:9]2[CH:10]=[C:11]([C:14]([OH:16])=[O:15])[S:12][CH:13]=2)[CH:6]=[CH:7][CH:8]=1. The catalyst class is: 4. (3) Reactant: F[C:2]1[C:3]([F:12])=[C:4]([CH:9]=[CH:10][N:11]=1)[C:5]([NH:7][CH3:8])=[O:6].[CH3:13][O:14][C:15]1[CH:22]=[CH:21][C:18]([CH2:19][NH2:20])=[CH:17][CH:16]=1.C(=O)([O-])[O-].[K+].[K+].O. Product: [F:12][C:3]1[C:2]([NH:20][CH2:19][C:18]2[CH:21]=[CH:22][C:15]([O:14][CH3:13])=[CH:16][CH:17]=2)=[N:11][CH:10]=[CH:9][C:4]=1[C:5]([NH:7][CH3:8])=[O:6]. The catalyst class is: 16. (4) Reactant: [F:1][C:2]1[CH:34]=[C:33]([C:35]([F:38])([F:37])[F:36])[CH:32]=[CH:31][C:3]=1[C:4]([NH:6][CH2:7][CH2:8][N:9]1[CH:13]=[C:12]([C:14]([NH:16][C@@H:17]([CH2:23][CH2:24][C:25]2[CH:30]=[CH:29][CH:28]=[CH:27][CH:26]=2)[C:18]([O:20]CC)=[O:19])=[O:15])[N:11]=[N:10]1)=[O:5].[OH-].[Na+]. Product: [F:1][C:2]1[CH:34]=[C:33]([C:35]([F:36])([F:38])[F:37])[CH:32]=[CH:31][C:3]=1[C:4]([NH:6][CH2:7][CH2:8][N:9]1[CH:13]=[C:12]([C:14]([NH:16][C@@H:17]([CH2:23][CH2:24][C:25]2[CH:26]=[CH:27][CH:28]=[CH:29][CH:30]=2)[C:18]([OH:20])=[O:19])=[O:15])[N:11]=[N:10]1)=[O:5]. The catalyst class is: 8. (5) Reactant: S(Cl)(Cl)(=O)=O.[NH:6]1[CH2:10][CH2:9][CH2:8][C@H:7]1[CH2:11]O.[CH2:13]([N:15](CC)[CH2:16]C)C. The catalyst class is: 2. Product: [CH3:13][N:15]([CH2:11][C@@H:7]1[CH2:8][CH2:9][CH2:10][NH:6]1)[CH3:16]. (6) Reactant: Cl.[CH3:2][O:3][C:4](=[O:18])[C@H:5]([CH2:7][C:8]1[C:16]2[C:11](=[CH:12][C:13]([F:17])=[CH:14][CH:15]=2)[NH:10][CH:9]=1)[NH2:6].N. Product: [CH3:2][O:3][C:4](=[O:18])[C@H:5]([CH2:7][C:8]1[C:16]2[C:11](=[CH:12][C:13]([F:17])=[CH:14][CH:15]=2)[NH:10][CH:9]=1)[NH2:6]. The catalyst class is: 26. (7) Product: [CH3:19][C:14]1([CH3:20])[C:15]([CH3:18])([CH3:17])[O:16][B:12]([C:2]2[CH:10]=[C:9]3[C:5]([CH2:6][C:7](=[O:11])[NH:8]3)=[CH:4][CH:3]=2)[O:13]1. Reactant: Br[C:2]1[CH:10]=[C:9]2[C:5]([CH2:6][C:7](=[O:11])[NH:8]2)=[CH:4][CH:3]=1.[B:12]1([B:12]2[O:16][C:15]([CH3:18])([CH3:17])[C:14]([CH3:20])([CH3:19])[O:13]2)[O:16][C:15]([CH3:18])([CH3:17])[C:14]([CH3:20])([CH3:19])[O:13]1.C([O-])(=O)C.[K+].C(Cl)Cl. The catalyst class is: 438.